From a dataset of Full USPTO retrosynthesis dataset with 1.9M reactions from patents (1976-2016). Predict the reactants needed to synthesize the given product. (1) Given the product [CH3:1][C:2]1[CH:3]=[C:4]([NH:5][C:13]2[C:14]([N+:21]([O-:23])=[O:22])=[C:15]([CH:18]=[CH:19][CH:20]=2)[C:16]#[N:17])[CH:6]=[C:7]([CH3:9])[CH:8]=1, predict the reactants needed to synthesize it. The reactants are: [CH3:1][C:2]1[CH:3]=[C:4]([CH:6]=[C:7]([CH3:9])[CH:8]=1)[NH2:5].[H-].[Na+].F[C:13]1[C:14]([N+:21]([O-:23])=[O:22])=[C:15]([CH:18]=[CH:19][CH:20]=1)[C:16]#[N:17].O. (2) Given the product [ClH:8].[CH3:11][N:12]([CH3:26])[CH:13]1[CH2:18][CH2:17][C:16]([C:19]2[N:24]=[C:23]([NH:25][C:6](=[O:7])[C:5]3[CH:9]=[CH:10][C:2]([F:1])=[CH:3][CH:4]=3)[CH:22]=[CH:21][CH:20]=2)=[CH:15][CH2:14]1, predict the reactants needed to synthesize it. The reactants are: [F:1][C:2]1[CH:10]=[CH:9][C:5]([C:6]([Cl:8])=[O:7])=[CH:4][CH:3]=1.[CH3:11][N:12]([CH3:26])[CH:13]1[CH2:18][CH2:17][C:16]([C:19]2[N:24]=[C:23]([NH2:25])[CH:22]=[CH:21][CH:20]=2)=[CH:15][CH2:14]1.C(N(CC)CC)C.O1CCOCC1.